From a dataset of Experimentally validated miRNA-target interactions with 360,000+ pairs, plus equal number of negative samples. Binary Classification. Given a miRNA mature sequence and a target amino acid sequence, predict their likelihood of interaction. (1) The miRNA is mmu-miR-339-5p with sequence UCCCUGUCCUCCAGGAGCUCACG. The protein sequence of the target gene is MSSFQGQMAEYPTISIDRFDRENLKARAYFLSHCHKDHMKGLRAPSLKRRLECSLKVFLYCSPVTKELLLTSPKYRFWENRIITIEIETPTQISLVDEASGEKEEVVVTLLPAGHCPGSVMFLFQGSNGTVLYTGDFRLAKGEASRMELLHSGGRVKDIQSVYLDTTFCDPRFYQIPSREQCLRGILELVRSWVTRSPHHVVWLNCKAAYGYEYLFTNLSEELGVQVHVDKLDMFKNMPDILHHLTTDRNTQIHACRHPKAEECFQWNKLPCGITSQNKTALHTISIKPSTMWFGERTRK.... Result: 1 (interaction). (2) The miRNA is hsa-let-7c-5p with sequence UGAGGUAGUAGGUUGUAUGGUU. The protein sequence of the target gene is MEEYAREPCPWRIVDDCGGAFTMGVIGGGVFQAIKGFRNAPVGIRHRFRGSVNAVRIRAPQIGGSFAVWGGLFSTIDCGLVRLRGKEDPWNSISSGALTGAVLAARSGPLAMVGSAMMGGILLALIEGVGILLTRYTAQQFRNAPPFLEDPSQLTPKEGSPAPGYPNYQQYH. Result: 0 (no interaction).